This data is from Full USPTO retrosynthesis dataset with 1.9M reactions from patents (1976-2016). The task is: Predict the reactants needed to synthesize the given product. (1) Given the product [CH3:1][O:2][C:3]1[CH:4]=[C:5]2[C:10](=[CH:11][C:12]=1[O:13][CH3:14])[N:9]=[CH:8][CH:7]=[C:6]2[O:15][C:16]1[CH:22]=[CH:21][C:19]([NH:20][C:36]([NH:53][C@@H:51]([C:48]2[CH:49]=[CH:50][C:45]([F:44])=[CH:46][CH:47]=2)[CH3:52])=[O:42])=[C:18]([CH3:23])[C:17]=1[CH3:24], predict the reactants needed to synthesize it. The reactants are: [CH3:1][O:2][C:3]1[CH:4]=[C:5]2[C:10](=[CH:11][C:12]=1[O:13][CH3:14])[N:9]=[CH:8][CH:7]=[C:6]2[O:15][C:16]1[CH:22]=[CH:21][C:19]([NH2:20])=[C:18]([CH3:23])[C:17]=1[CH3:24].C(N(CC)CC)C.ClC(Cl)(O[C:36](=[O:42])OC(Cl)(Cl)Cl)Cl.[F:44][C:45]1[CH:50]=[CH:49][C:48]([C@H:51]([NH2:53])[CH3:52])=[CH:47][CH:46]=1. (2) Given the product [CH3:1][O:2][C:3]([C:5]1[CH:6]=[C:7]([Cl:19])[C:8]([C:11]2[CH:12]=[N:13][C:14]([C:17]3[NH:33][C:28]4[CH:27]=[C:26]([N:23]5[CH2:24][CH2:25][O:20][CH2:21][CH2:22]5)[CH:31]=[CH:30][C:29]=4[N:32]=3)=[CH:15][CH:16]=2)=[N:9][CH:10]=1)=[O:4], predict the reactants needed to synthesize it. The reactants are: [CH3:1][O:2][C:3]([C:5]1[CH:6]=[C:7]([Cl:19])[C:8]([C:11]2[CH:12]=[N:13][C:14]([CH:17]=O)=[CH:15][CH:16]=2)=[N:9][CH:10]=1)=[O:4].[O:20]1[CH2:25][CH2:24][N:23]([C:26]2[CH:27]=[C:28]([NH2:33])[C:29]([NH2:32])=[CH:30][CH:31]=2)[CH2:22][CH2:21]1. (3) Given the product [C:19]12([C:17](=[O:18])[CH2:16][O:12][CH2:11][C:8]3[CH:9]=[N:10][C:5]([C:4]([F:13])([F:3])[F:14])=[CH:6][CH:7]=3)[CH2:26][CH:25]3[CH2:24][CH:23]([CH2:22][CH:21]([CH2:27]3)[CH2:20]1)[CH2:28]2, predict the reactants needed to synthesize it. The reactants are: [H-].[Na+].[F:3][C:4]([F:14])([F:13])[C:5]1[N:10]=[CH:9][C:8]([CH2:11][OH:12])=[CH:7][CH:6]=1.Br[CH2:16][C:17]([C:19]12[CH2:28][CH:23]3[CH2:24][CH:25]([CH2:27][CH:21]([CH2:22]3)[CH2:20]1)[CH2:26]2)=[O:18]. (4) Given the product [N:1]1([CH2:7][C:8]2[CH:13]=[CH:12][C:11]3[NH:14][C:24]([C:20]4[C:19]([N+:16]([O-:18])=[O:17])=[CH:23][NH:22][N:21]=4)=[N:15][C:10]=3[CH:9]=2)[CH2:6][CH2:5][O:4][CH2:3][CH2:2]1, predict the reactants needed to synthesize it. The reactants are: [N:1]1([CH2:7][C:8]2[CH:9]=[C:10]([NH2:15])[C:11]([NH2:14])=[CH:12][CH:13]=2)[CH2:6][CH2:5][O:4][CH2:3][CH2:2]1.[N+:16]([C:19]1[C:20]([C:24](O)=O)=[N:21][NH:22][CH:23]=1)([O-:18])=[O:17].C(N=C=NCCCN(C)C)C.ON1C2C=CC=CC=2N=N1. (5) Given the product [Br:5][C:4]1[C:2]([C:1]([OH:9])=[O:8])=[N:18][C:17]([S:16][CH3:15])=[N:19][CH:6]=1, predict the reactants needed to synthesize it. The reactants are: [C:1]([OH:9])(=[O:8])/[C:2](=[C:4](\[CH:6]=O)/[Br:5])/Br.S(O)(O)(=O)=O.[CH3:15][S:16][C:17](=[NH:19])[NH2:18].C(N(CC)CC)C.C. (6) Given the product [ClH:1].[ClH:1].[CH3:9][C:8]1[N:4]([CH2:3][C:20]([F:23])([F:22])[F:21])[N:5]=[CH:6][C:7]=1[CH:10]([NH2:12])[CH3:11], predict the reactants needed to synthesize it. The reactants are: [ClH:1].Cl.[CH3:3][N:4]1[C:8]([CH3:9])=[C:7]([C@H:10]([NH2:12])[CH3:11])[CH:6]=[N:5]1.CC1N(C[C:20]([F:23])([F:22])[F:21])N=CC=1C(=O)C. (7) Given the product [Br:2][C:3]1[C:4]2[NH:9][C:15]3[CH2:16][CH2:17][N:12]([CH3:11])[CH2:13][C:14]=3[C:5]=2[CH:6]=[CH:7][CH:8]=1, predict the reactants needed to synthesize it. The reactants are: Cl.[Br:2][C:3]1[CH:8]=[CH:7][CH:6]=[CH:5][C:4]=1[NH:9]N.[CH3:11][N:12]1[CH2:17][CH2:16][C:15](=O)[CH2:14][CH2:13]1.Cl.